This data is from Full USPTO retrosynthesis dataset with 1.9M reactions from patents (1976-2016). The task is: Predict the reactants needed to synthesize the given product. (1) Given the product [CH2:1]1[S:5][C@H:4]([CH2:6][OH:7])[O:3][C@@H:2]1[N:8]1[C:13](=[O:14])[N:12]=[C:11]([NH2:15])[CH:10]=[CH:9]1, predict the reactants needed to synthesize it. The reactants are: [CH2:1]1[S:5][C@H:4]([CH2:6][OH:7])[O:3][C@@H:2]1[N:8]1[C:13](=[O:14])[N:12]=[C:11]([NH2:15])[CH:10]=[CH:9]1.C1C=C(C(O)=O)C(O)=CC=1. (2) Given the product [N:9]1[C:18]2[C:13](=[CH:14][C:15]([C:6]3[N:5]=[CH:4][N:3]=[C:2]([NH2:1])[CH:7]=3)=[CH:16][CH:17]=2)[CH:12]=[CH:11][CH:10]=1, predict the reactants needed to synthesize it. The reactants are: [NH2:1][C:2]1[CH:7]=[C:6](Cl)[N:5]=[CH:4][N:3]=1.[N:9]1[C:18]2[C:13](=[CH:14][C:15](B(O)O)=[CH:16][CH:17]=2)[CH:12]=[CH:11][CH:10]=1. (3) Given the product [CH3:15][O:14][C:9]1[C:10]([O:12][CH3:13])=[CH:11][C:3]2[S:2][N:18]([CH3:17])[C:5](=[O:6])[C:4]=2[CH:8]=1, predict the reactants needed to synthesize it. The reactants are: Cl[S:2][C:3]1[CH:11]=[C:10]([O:12][CH3:13])[C:9]([O:14][CH3:15])=[CH:8][C:4]=1[C:5](Cl)=[O:6].Cl.[CH3:17][NH2:18].C(OCC)(=O)C. (4) The reactants are: B.C1COCC1.[Cl:7][C:8]1[S:12][CH:11]=[C:10]([C:13]#[N:14])[CH:9]=1.Cl.O.CO. Given the product [ClH:7].[Cl:7][C:8]1[S:12][CH:11]=[C:10]([CH2:13][NH2:14])[CH:9]=1, predict the reactants needed to synthesize it. (5) Given the product [CH:31]12[CH2:40][CH:35]3[CH2:36][CH:37]([CH2:39][CH:33]([CH2:34]3)[CH:32]1[NH:41][C:5]([N:23]1[C:24]3[CH:29]=[CH:28][CH:27]=[CH:26][C:25]=3[O:20][CH2:21][CH2:22]1)=[O:11])[CH2:38]2, predict the reactants needed to synthesize it. The reactants are: ClC(Cl)(O[C:5](=[O:11])OC(Cl)(Cl)Cl)Cl.C(N(CC)CC)C.[O:20]1[C:25]2[CH:26]=[CH:27][CH:28]=[CH:29][C:24]=2[NH:23][CH2:22][CH2:21]1.Cl.[CH:31]12[CH2:40][CH:35]3[CH2:36][CH:37]([CH2:39][CH:33]([CH2:34]3)[CH:32]1[NH2:41])[CH2:38]2.